This data is from Experimentally validated miRNA-target interactions with 360,000+ pairs, plus equal number of negative samples. The task is: Binary Classification. Given a miRNA mature sequence and a target amino acid sequence, predict their likelihood of interaction. (1) The miRNA is hsa-miR-5591-3p with sequence AUACCCAUAGCUUAGCUCCCA. The protein sequence of the target gene is MNSGPGPVGGRPGGRGGPAVQQNIPSNLLQDHENQRLFELLGRKCWTLATTVVQLYLALPPGAEHWTMEHCGAVCFVKDNPQKSYFIRLYGLQAGRLLWEQELYSQLVYLTPTPFFHTFAGDDCQVGLNFADESEAQAFRALVQEKIQKRNQRQSGERRQLPPPPAPINEERRGGLPPVPPHPGGDHGGPSGGPLSLGLVTVDIQNPDITSSRYRGLPAPGPGPTDKKRSGKKKISKADIGAPSGFKHVSHVGWDPQNGFDVNNLDPDLRSLFSRAGISEAQLTDAETSKLIYDFIEDQG.... Result: 0 (no interaction). (2) Result: 0 (no interaction). The miRNA is hsa-miR-3945 with sequence AGGGCAUAGGAGAGGGUUGAUAU. The protein sequence of the target gene is MAAPGPGAGAASGGASGGGAGAGGGASAGSGSSGVGGRLPSRVLELVFSYLELSELRSCALVCKHWYRCLHGDENSEVWRSLCARSLAEEALRTDILCNLPSYKAKVRAFQHAFSTNDCSRNVYIKKNGFTLHRNPIAQSTDGARTKIGFSEGRHAWEVWWEGPLGTVAVIGIATKRAPMQCQGYVALLGSDDQSWGWNLVDNNLLHNGEVNGSFPQCNNAPKYQIGERIRVILDMEDKTLAFERGYEFLGVAFRGLPKACLYPAVSAVYGNTEVTLVYLGKPLDG.